Task: Predict the reactants needed to synthesize the given product.. Dataset: Full USPTO retrosynthesis dataset with 1.9M reactions from patents (1976-2016) (1) Given the product [C:1]([O:5][C:6](=[O:25])[NH:7][C:8]1[CH:13]=[CH:12][C:11]([C:14]2[CH:19]=[CH:18][CH:17]=[CH:16][C:15]=2[O:20][CH3:21])=[CH:10][C:9]=1[NH2:22])([CH3:4])([CH3:2])[CH3:3], predict the reactants needed to synthesize it. The reactants are: [C:1]([O:5][C:6](=[O:25])[NH:7][C:8]1[CH:13]=[CH:12][C:11]([C:14]2[CH:19]=[CH:18][CH:17]=[CH:16][C:15]=2[O:20][CH3:21])=[CH:10][C:9]=1[N+:22]([O-])=O)([CH3:4])([CH3:3])[CH3:2]. (2) Given the product [Br:1][C:2]1[C:10]2[C:5](=[CH:6][C:7]([CH2:14][Br:41])=[C:8]([N+:11]([O-:13])=[O:12])[CH:9]=2)[N:4]([C:15]([C:28]2[CH:33]=[CH:32][CH:31]=[CH:30][CH:29]=2)([C:16]2[CH:21]=[CH:20][CH:19]=[CH:18][CH:17]=2)[C:22]2[CH:23]=[CH:24][CH:25]=[CH:26][CH:27]=2)[N:3]=1, predict the reactants needed to synthesize it. The reactants are: [Br:1][C:2]1[C:10]2[C:5](=[CH:6][C:7]([CH3:14])=[C:8]([N+:11]([O-:13])=[O:12])[CH:9]=2)[N:4]([C:15]([C:28]2[CH:33]=[CH:32][CH:31]=[CH:30][CH:29]=2)([C:22]2[CH:27]=[CH:26][CH:25]=[CH:24][CH:23]=2)[C:16]2[CH:21]=[CH:20][CH:19]=[CH:18][CH:17]=2)[N:3]=1.C1C(=O)N([Br:41])C(=O)C1.[O-]S([O-])(=S)=O.[Na+].[Na+]. (3) Given the product [CH3:19][O:20][C:21](=[O:24])[CH:22]=[CH:23][C:14](=[C:15]([NH:2][CH2:1][C:3]1[CH:10]=[CH:9][C:6]([C:7]#[N:8])=[CH:5][CH:4]=1)[CH3:16])[C:13]([O:12][CH3:11])=[O:18], predict the reactants needed to synthesize it. The reactants are: [C:1]([C:3]1[CH:10]=[CH:9][C:6]([CH2:7][NH2:8])=[CH:5][CH:4]=1)#[N:2].[CH3:11][O:12][C:13](=[O:18])[CH2:14][C:15](=O)[CH3:16].[CH3:19][O:20][C:21](=[O:24])[C:22]#[CH:23]. (4) Given the product [CH3:14][O:13][C:12]1[C:7]([NH:30][C:31]2[S:32][C:33]([C:36]#[N:37])=[CH:34][N:35]=2)=[N:8][C:9]([N:16]2[CH2:20][CH2:19][CH2:18][C@H:17]2[C:21]2[CH:22]=[CH:23][C:24]([CH3:27])=[CH:25][CH:26]=2)=[N:10][C:11]=1[CH3:15], predict the reactants needed to synthesize it. The reactants are: FC(F)(F)S(O[C:7]1[C:12]([O:13][CH3:14])=[C:11]([CH3:15])[N:10]=[C:9]([N:16]2[CH2:20][CH2:19][CH2:18][C@H:17]2[C:21]2[CH:26]=[CH:25][C:24]([CH3:27])=[CH:23][CH:22]=2)[N:8]=1)(=O)=O.[NH2:30][C:31]1[S:32][C:33]([C:36]#[N:37])=[CH:34][N:35]=1.CC(C1C=C(C(C)C)C(C2C(P(C(C)(C)C)C(C)(C)C)=CC=CC=2)=C(C(C)C)C=1)C.P([O-])([O-])([O-])=O.[K+].[K+].[K+]. (5) Given the product [C:1]([O:5][C:6]([N:8]1[CH2:13][CH:12]([CH2:14][C:15]2[CH:20]=[CH:19][CH:18]=[CH:17][CH:16]=2)[CH:11]([N:21]([CH2:22][C:23]2[CH:28]=[C:27]([C:29]([F:30])([F:32])[F:31])[CH:26]=[C:25]([C:33]([F:36])([F:34])[F:35])[CH:24]=2)[C:50]([O:52][CH3:53])=[O:51])[CH2:10][CH:9]1[CH2:37][CH3:38])=[O:7])([CH3:4])([CH3:3])[CH3:2], predict the reactants needed to synthesize it. The reactants are: [C:1]([O:5][C:6]([N:8]1[CH2:13][CH:12]([CH2:14][C:15]2[CH:20]=[CH:19][CH:18]=[CH:17][CH:16]=2)[CH:11]([NH:21][CH2:22][C:23]2[CH:28]=[C:27]([C:29]([F:32])([F:31])[F:30])[CH:26]=[C:25]([C:33]([F:36])([F:35])[F:34])[CH:24]=2)[CH2:10][CH:9]1[CH2:37][CH3:38])=[O:7])([CH3:4])([CH3:3])[CH3:2].[Li+].C[Si]([N-][Si](C)(C)C)(C)C.Cl[C:50]([O:52][CH3:53])=[O:51]. (6) Given the product [NH2:1][C:2](=[O:22])[CH:3]([C:15]1[CH:20]=[CH:19][C:18]([Br:21])=[CH:17][CH:16]=1)[CH2:4][C:5]([OH:7])=[O:6], predict the reactants needed to synthesize it. The reactants are: [NH2:1][C:2](=[O:22])[CH:3]([C:15]1[CH:20]=[CH:19][C:18]([Br:21])=[CH:17][CH:16]=1)[CH2:4][C:5]([O:7]CC1C=CC=CC=1)=[O:6].